Dataset: NCI-60 drug combinations with 297,098 pairs across 59 cell lines. Task: Regression. Given two drug SMILES strings and cell line genomic features, predict the synergy score measuring deviation from expected non-interaction effect. (1) Drug 1: C1=NC2=C(N=C(N=C2N1C3C(C(C(O3)CO)O)O)F)N. Drug 2: CC1=C(C=C(C=C1)C(=O)NC2=CC(=CC(=C2)C(F)(F)F)N3C=C(N=C3)C)NC4=NC=CC(=N4)C5=CN=CC=C5. Cell line: MOLT-4. Synergy scores: CSS=52.4, Synergy_ZIP=-1.23, Synergy_Bliss=-2.08, Synergy_Loewe=-14.9, Synergy_HSA=-3.02. (2) Cell line: M14. Drug 1: CCC1(CC2CC(C3=C(CCN(C2)C1)C4=CC=CC=C4N3)(C5=C(C=C6C(=C5)C78CCN9C7C(C=CC9)(C(C(C8N6C=O)(C(=O)OC)O)OC(=O)C)CC)OC)C(=O)OC)O.OS(=O)(=O)O. Drug 2: CC1CCCC2(C(O2)CC(NC(=O)CC(C(C(=O)C(C1O)C)(C)C)O)C(=CC3=CSC(=N3)C)C)C. Synergy scores: CSS=59.6, Synergy_ZIP=4.72, Synergy_Bliss=4.47, Synergy_Loewe=-3.14, Synergy_HSA=3.26. (3) Drug 1: C1=NC2=C(N1)C(=S)N=CN2. Drug 2: C1C(C(OC1N2C=NC3=C2NC=NCC3O)CO)O. Cell line: UACC62. Synergy scores: CSS=40.0, Synergy_ZIP=-1.61, Synergy_Bliss=-2.84, Synergy_Loewe=-18.4, Synergy_HSA=-3.20. (4) Drug 1: C1CCC(C1)C(CC#N)N2C=C(C=N2)C3=C4C=CNC4=NC=N3. Drug 2: CCC1(C2=C(COC1=O)C(=O)N3CC4=CC5=C(C=CC(=C5CN(C)C)O)N=C4C3=C2)O.Cl. Cell line: T-47D. Synergy scores: CSS=13.4, Synergy_ZIP=-4.86, Synergy_Bliss=-0.394, Synergy_Loewe=-36.6, Synergy_HSA=-5.00.